From a dataset of Full USPTO retrosynthesis dataset with 1.9M reactions from patents (1976-2016). Predict the reactants needed to synthesize the given product. (1) Given the product [F:10][C:11]1[C:12]([C:2]2[CH:7]=[N:6][C:5]([CH:8]=[O:9])=[CH:4][CH:3]=2)=[CH:13][C:14]([O:17][CH3:18])=[N:15][CH:16]=1, predict the reactants needed to synthesize it. The reactants are: Br[C:2]1[CH:3]=[CH:4][C:5]([CH:8]=[O:9])=[N:6][CH:7]=1.[F:10][C:11]1[C:12](B(O)O)=[CH:13][C:14]([O:17][CH3:18])=[N:15][CH:16]=1.COC1C=CC=C(OC)C=1C1C=CC=CC=1P(C1CCCCC1)C1CCCCC1.[O-]P([O-])([O-])=O.[K+].[K+].[K+]. (2) Given the product [CH2:1]([O:8][C@H:9]1[C@@H:15]([O:16][CH2:17][C:18]2[CH:23]=[CH:22][CH:21]=[CH:20][CH:19]=2)[C@H:14]([O:24][CH2:25][C:26]2[CH:27]=[CH:28][CH:29]=[CH:30][CH:31]=2)[C@@H:13]([CH2:32][O:33][CH2:34][C:35]2[CH:36]=[CH:37][CH:38]=[CH:39][CH:40]=2)[O:12][CH:10]1[O:11][CH2:47][C:46]([OH:49])=[O:45])[C:2]1[CH:3]=[CH:4][CH:5]=[CH:6][CH:7]=1, predict the reactants needed to synthesize it. The reactants are: [CH2:1]([O:8][C@H:9]1[C@@H:15]([O:16][CH2:17][C:18]2[CH:23]=[CH:22][CH:21]=[CH:20][CH:19]=2)[C@H:14]([O:24][CH2:25][C:26]2[CH:31]=[CH:30][CH:29]=[CH:28][CH:27]=2)[C@@H:13]([CH2:32][O:33][CH2:34][C:35]2[CH:40]=[CH:39][CH:38]=[CH:37][CH:36]=2)[O:12][CH:10]1[OH:11])[C:2]1[CH:7]=[CH:6][CH:5]=[CH:4][CH:3]=1.[OH-].[Na+].C([O:45][C:46](=[O:49])[CH2:47]Br)C.C(OCOCC)C. (3) The reactants are: [CH:1]([O:4][C:5]1[CH:27]=[N:26][C:8]2[N:9]([CH3:25])[C:10](=[O:24])[N:11]([CH2:14][CH2:15][CH2:16][O:17][CH:18]3[CH2:23][CH2:22][CH2:21][CH2:20][O:19]3)[C:12](=[O:13])[C:7]=2[CH:6]=1)([CH3:3])[CH3:2].[Li+].CC([N-]C(C)C)C.[CH:36](=[O:43])[C:37]1[CH:42]=[CH:41][CH:40]=[CH:39][CH:38]=1. Given the product [OH:43][CH:36]([C:37]1[CH:42]=[CH:41][CH:40]=[CH:39][CH:38]=1)[C:6]1[C:7]2[C:12](=[O:13])[N:11]([CH2:14][CH2:15][CH2:16][O:17][CH:18]3[CH2:23][CH2:22][CH2:21][CH2:20][O:19]3)[C:10](=[O:24])[N:9]([CH3:25])[C:8]=2[N:26]=[CH:27][C:5]=1[O:4][CH:1]([CH3:3])[CH3:2], predict the reactants needed to synthesize it. (4) Given the product [NH2:1][C:2]1[N:6]([C:7]2[CH:12]=[CH:11][C:10]([F:13])=[CH:9][CH:8]=2)[N:5]=[CH:4][C:3]=1[C:14]([C:16]1[CH:21]=[CH:20][CH:19]=[C:18]([O:22][CH2:27][CH:26]([O:29][CH2:30][CH3:31])[O:25][CH2:23][CH3:24])[CH:17]=1)=[O:15], predict the reactants needed to synthesize it. The reactants are: [NH2:1][C:2]1[N:6]([C:7]2[CH:12]=[CH:11][C:10]([F:13])=[CH:9][CH:8]=2)[N:5]=[CH:4][C:3]=1[C:14]([C:16]1[CH:21]=[CH:20][CH:19]=[C:18]([OH:22])[CH:17]=1)=[O:15].[CH2:23]([O:25][CH:26]([O:29][CH2:30][CH3:31])[CH2:27]Br)[CH3:24].C(=O)([O-])[O-].[K+].[K+]. (5) Given the product [CH2:1]([O:8][C:9](=[O:10])[NH:11][C:12]1[C:13](=[O:22])[N:14]([CH2:18][C:19]([NH:68][CH2:67][CH:66]([CH2:69][CH3:70])[CH2:64][CH3:65])=[O:21])[CH:15]=[CH:16][CH:17]=1)[C:2]1[CH:3]=[CH:4][CH:5]=[CH:6][CH:7]=1, predict the reactants needed to synthesize it. The reactants are: [CH2:1]([O:8][C:9]([NH:11][C:12]1[C:13](=[O:22])[N:14]([CH2:18][C:19]([OH:21])=O)[CH:15]=[CH:16][CH:17]=1)=[O:10])[C:2]1[CH:7]=[CH:6][CH:5]=[CH:4][CH:3]=1.CN(C(ON1N=NC2C=CC=CC1=2)=[N+](C)C)C.[B-](F)(F)(F)F.C1C=CC2N(O)N=NC=2C=1.CCN(C(C)C)C(C)C.[CH2:64]([CH:66]([CH2:69][CH3:70])[CH2:67][NH2:68])[CH3:65]. (6) Given the product [CH3:16][O:17][C:18]([C:20]12[CH2:29][CH:24]3[CH2:25][CH:26]([CH2:28][CH:22]([CH:23]3[NH:30][C:12]([C:9]3([NH:8][C:6]([O:5][C:1]([CH3:2])([CH3:3])[CH3:4])=[O:7])[CH2:10][CH2:11]3)=[O:33])[CH2:21]1)[CH2:27]2)=[O:19], predict the reactants needed to synthesize it. The reactants are: [C:1]([O:5][C:6]([NH:8][C:9]1([CH2:12]C(O)=O)[CH2:11][CH2:10]1)=[O:7])([CH3:4])([CH3:3])[CH3:2].[CH3:16][O:17][C:18]([C:20]12[CH2:29][CH:24]3[CH2:25][CH:26]([CH2:28][CH:22]([CH:23]3[NH2:30])[CH2:21]1)[CH2:27]2)=[O:19].C1N(P(Cl)(N2C(=O)OCC2)=O)C(=O)[O:33]C1. (7) Given the product [CH3:33][O:34][C:35]1[CH:40]=[CH:39][C:38]([NH:41][C:2]2[CH:3]=[C:4]([C:17]3[N:25]=[C:24]([CH3:26])[N:23]=[C:22]4[C:18]=3[N:19]=[CH:20][N:21]4[CH:27]3[CH2:32][CH2:31][CH2:30][CH2:29][O:28]3)[C:5]([NH:8][C:9]3[CH:10]=[N:11][C:12]([O:15][CH3:16])=[CH:13][CH:14]=3)=[N:6][CH:7]=2)=[CH:37][CH:36]=1, predict the reactants needed to synthesize it. The reactants are: Cl[C:2]1[CH:3]=[C:4]([C:17]2[N:25]=[C:24]([CH3:26])[N:23]=[C:22]3[C:18]=2[N:19]=[CH:20][N:21]3[CH:27]2[CH2:32][CH2:31][CH2:30][CH2:29][O:28]2)[C:5]([NH:8][C:9]2[CH:10]=[N:11][C:12]([O:15][CH3:16])=[CH:13][CH:14]=2)=[N:6][CH:7]=1.[CH3:33][O:34][C:35]1[CH:40]=[CH:39][C:38]([NH2:41])=[CH:37][CH:36]=1.CC(C)([O-])C.[Na+].C(P(C(C)(C)C)C1C=CC=CC=1C1C(C(C)C)=CC(C(C)C)=CC=1C(C)C)(C)(C)C. (8) Given the product [Br:1][C:2]1[S:3][CH:4]=[C:5]([CH2:7][C:9]#[N:10])[N:6]=1, predict the reactants needed to synthesize it. The reactants are: [Br:1][C:2]1[S:3][CH:4]=[C:5]([CH2:7]I)[N:6]=1.[C-:9]#[N:10].[Na+]. (9) Given the product [C:24]([O:23][C:21]([N:18]1[CH2:19][CH2:20][C@H:15]([NH:14][C:12](=[O:13])[C:11]2[CH:10]=[CH:9][C:8]([O:7][CH2:6][CH2:5][O:4][C:3]3[C:35]([Cl:40])=[CH:36][C:37]([CH3:39])=[CH:38][C:2]=3[Cl:1])=[CH:34][CH:33]=2)[CH:16]([C:28]([OH:30])=[O:29])[CH2:17]1)=[O:22])([CH3:27])([CH3:25])[CH3:26], predict the reactants needed to synthesize it. The reactants are: [Cl:1][C:2]1[CH:38]=[C:37]([CH3:39])[CH:36]=[C:35]([Cl:40])[C:3]=1[O:4][CH2:5][CH2:6][O:7][C:8]1[CH:34]=[CH:33][C:11]([C:12]([NH:14][C@H:15]2[CH2:20][CH2:19][N:18]([C:21]([O:23][C:24]([CH3:27])([CH3:26])[CH3:25])=[O:22])[CH2:17][CH:16]2[C:28]([O:30]CC)=[O:29])=[O:13])=[CH:10][CH:9]=1.C(=O)([O-])[O-].[K+].[K+].CO.O. (10) Given the product [CH:1]1([S:4]([C:7]2[CH:12]=[CH:11][C:10](/[C:13](/[C:14]3[NH:43][C:17]([C:19]4[N:20]=[CH:21][C:22]([CH:25]([OH:30])[C:26]([CH3:27])([OH:29])[CH3:28])=[CH:23][CH:24]=4)=[CH:16][CH:15]=3)=[CH:32]\[CH:33]3[CH2:38][CH2:37][O:36][CH2:35][CH2:34]3)=[CH:9][CH:8]=2)(=[O:6])=[O:5])[CH2:2][CH2:3]1, predict the reactants needed to synthesize it. The reactants are: [CH:1]1([S:4]([C:7]2[CH:12]=[CH:11][C:10](/[C:13](=[CH:32]\[CH:33]3[CH2:38][CH2:37][O:36][CH2:35][CH2:34]3)/[C:14](=O)[CH2:15][CH2:16][C:17]([C:19]3[CH:24]=[CH:23][C:22]([CH:25]([OH:30])[C:26]([OH:29])([CH3:28])[CH3:27])=[CH:21][N:20]=3)=O)=[CH:9][CH:8]=2)(=[O:6])=[O:5])[CH2:3][CH2:2]1.C([O-])(=O)C.[NH4+:43].C(O)(=O)C.[OH-].[Na+].